Dataset: Antibody developability classification from SAbDab with 2,409 antibodies. Task: Regression/Classification. Given an antibody's heavy chain and light chain sequences, predict its developability. TAP uses regression for 5 developability metrics; SAbDab uses binary classification. (1) The antibody is ['QVQLQESGPGVVKSSETLSLTCTVSGGSMGGTYWSWLRLSPGKGLEWIGYIFHTGETNYSPSLKGRVSISVDTSEDQFSLRLRSVTAADTAVYFCASLPRGQLVNAYFRNWGRGSLVSVTA', 'YELTQPPSVSVSPGQTATITCSGASTNVCWYQVKPGQSPEVVIFENYKRPSGIPDRFSGSKSGSTATLTIRGTQAIDEADYYCQVWDSFSTFVFGSGTQVTVL']. Result: 0 (not developable). (2) Result: 0 (not developable). The antibody is ['SIQLVQSGPELKKPGETVRISCKASGYSFTTYGMNWVKQAPGKGLKWMGWINTYSGVPTYADDFKGRFAFSLETSASTAYLQINILKNEDTATYFCARRRSDGYSNYFDYWGQGSTLTVSS', 'QLVLTQSSSASFSLGASAKLTCTLSRQHSTYTIEWYQQQPLKPPKFVMELKKDGSHSTGDGIPDRFSGSSSGAHRYLSISNIQPEDEAIYICGVGDTIKEQFVYVFGGGTKVTVL']. (3) The antibody is ['3ze0', 'PROT_98C4C262']. Result: 0 (not developable). (4) The antibody is ['EVQLVQSGAEVKKPGESLKISCKGSGYSFTDYYMKWARQMPGKGLEWMGDIIPSNGATFYNQKFKGQVTISADKSISTTYLQWSSLKASDTAMYYCARSHLLRASWFAYWGQGTMVTVSS', 'DIVMTQSPDSLAVSLGERATINCESSQSLLNSGNQKNYLTWYQQKPGQPPKPLIYWASTRESGVPDRFSGSGSGTDFTLTISSLQAEDVAVYYCQNDYSYPYTFGQGTKLEIK']. Result: 0 (not developable). (5) The antibody is ['EVQLQQSGAELVKPGASVKLSCKASGYTFTSYWMHWVKQRPGRGLEWIGRIDPNGGGTKYNLKFKSKATLTVDKPSSTAYMQLSSLTSEDSAVYYCARMWYYGTYYFDYWGQGTTLTVSS', 'QAVVTQESALTTSPGETVTLTCRSSTGAVTTSNYANWVQEKPRHLFTGLIGGTNNRAPGVPARFSGSLIGNKAALTITGAQTEDEAIYFCALWYSNHLVFGGGTKLTVL']. Result: 0 (not developable).